This data is from Reaction yield outcomes from USPTO patents with 853,638 reactions. The task is: Predict the reaction yield, written as a fraction of the theoretical maximum amount of product (1.0 means a 100% yield; for example, 0.34 means a 34% yield). (1) The reactants are [CH2:1]([O:8][N:9]1[C:15](=[O:16])[N:14]2[CH2:17][C@H:10]1[CH2:11][CH2:12][C@H:13]2[C:18]([OH:20])=[O:19])[C:2]1[CH:7]=[CH:6][CH:5]=[CH:4][CH:3]=1.C(=O)([O-])O.[Na+].[CH2:26](Br)[CH:27]=[CH2:28].C(OCC)(=O)C. The catalyst is CN(C)C=O. The product is [CH2:28]([O:19][C:18]([C@@H:13]1[CH2:12][CH2:11][C@@H:10]2[CH2:17][N:14]1[C:15](=[O:16])[N:9]2[O:8][CH2:1][C:2]1[CH:7]=[CH:6][CH:5]=[CH:4][CH:3]=1)=[O:20])[CH:27]=[CH2:26]. The yield is 0.140. (2) The reactants are [C:1]([O:4][CH2:5][C@H:6]1[CH2:11][C@@H:10]([O:12][C:13](=[O:15])[CH3:14])[CH2:9][CH2:8][C@@:7]1([C@H:17]1[CH2:25][CH2:24][C@@:23]2([CH3:26])[C@@H:19]([CH2:20][C@H:21]([O:28][C:29](=[O:31])[CH3:30])[C:22]2=[CH2:27])[C@@H:18]1[CH2:32]OS(C)(=O)=O)[CH3:16])(=[O:3])[CH3:2].[N-:38]=[N+:39]=[N-:40].[Na+]. The catalyst is CN(C=O)C.CCOCC. The product is [C:1]([O:4][CH2:5][C@H:6]1[CH2:11][C@@H:10]([O:12][C:13](=[O:15])[CH3:14])[CH2:9][CH2:8][C@@:7]1([C@H:17]1[CH2:25][CH2:24][C@@:23]2([CH3:26])[C@@H:19]([CH2:20][C@H:21]([O:28][C:29](=[O:31])[CH3:30])[C:22]2=[CH2:27])[C@@H:18]1[CH2:32][N:38]=[N+:39]=[N-:40])[CH3:16])(=[O:3])[CH3:2]. The yield is 1.00. (3) The reactants are C([N:8]1[CH2:13][CH2:12][C:11]([NH:17][CH:18]([CH3:20])[CH3:19])([C:14]([NH2:16])=[O:15])[CH2:10][CH2:9]1)C1C=CC=CC=1.C(O)=O. The catalyst is [Pd].CO. The product is [C:14]([C:11]1([NH:17][CH:18]([CH3:20])[CH3:19])[CH2:12][CH2:13][NH:8][CH2:9][CH2:10]1)(=[O:15])[NH2:16]. The yield is 0.900. (4) The reactants are Br[C:2]1[CH:3]=[C:4]2[C:8](=[CH:9][C:10]=1[Cl:11])[NH:7][N:6]=[C:5]2[C:12]([OH:14])=[O:13].[CH3:15][N:16]1[CH2:21][CH2:20][N:19]([C:22]2[CH:27]=[CH:26][C:25](B3OC(C)(C)C(C)(C)O3)=[CH:24][CH:23]=2)[CH2:18][CH2:17]1.C(=O)([O-])[O-].[K+].[K+].Cl. The catalyst is CCOC(C)=O.C1C=CC(P(C2C=CC=CC=2)[C-]2C=CC=C2)=CC=1.C1C=CC(P(C2C=CC=CC=2)[C-]2C=CC=C2)=CC=1.Cl[Pd]Cl.[Fe+2].O1CCOCC1. The product is [Cl:11][C:10]1[CH:9]=[C:8]2[C:4]([C:5]([C:12]([OH:14])=[O:13])=[N:6][NH:7]2)=[CH:3][C:2]=1[C:25]1[CH:24]=[CH:23][C:22]([N:19]2[CH2:20][CH2:21][N:16]([CH3:15])[CH2:17][CH2:18]2)=[CH:27][CH:26]=1. The yield is 0.0400.